Dataset: Catalyst prediction with 721,799 reactions and 888 catalyst types from USPTO. Task: Predict which catalyst facilitates the given reaction. (1) Reactant: F[C:2]1[C:7]([F:8])=[CH:6][CH:5]=[CH:4][C:3]=1[C:9]([C:11]1[CH:16]=[CH:15][C:14]([O:17][CH3:18])=[CH:13][CH:12]=1)=O.O.[NH2:20][NH2:21]. Product: [F:8][C:7]1[CH:6]=[CH:5][CH:4]=[C:3]2[C:2]=1[NH:21][N:20]=[C:9]2[C:11]1[CH:16]=[CH:15][C:14]([O:17][CH3:18])=[CH:13][CH:12]=1. The catalyst class is: 142. (2) Reactant: [CH3:1][O:2][C:3]1[CH:8]=[CH:7][CH:6]=[CH:5][C:4]=1[NH:9][C:10]([C@@H:12]1[N:20]([C:21](=[O:40])[C@@H:22]([NH:26][C:27](=[O:39])[C@@H:28]([N:30](C)[C:31](=O)OC(C)(C)C)[CH3:29])[CH:23]([CH3:25])[CH3:24])[C:15]2=[N:16][CH:17]=[CH:18][CH:19]=[C:14]2[CH2:13]1)=[O:11].C(O)(C(F)(F)F)=O. Product: [CH3:1][O:2][C:3]1[CH:8]=[CH:7][CH:6]=[CH:5][C:4]=1[NH:9][C:10]([C@@H:12]1[N:20]([C:21](=[O:40])[C@@H:22]([NH:26][C:27](=[O:39])[C@@H:28]([NH:30][CH3:31])[CH3:29])[CH:23]([CH3:25])[CH3:24])[C:15]2=[N:16][CH:17]=[CH:18][CH:19]=[C:14]2[CH2:13]1)=[O:11]. The catalyst class is: 2. (3) Product: [S:5]([C:4]([C:3]([C:2]([C:13]([F:16])([F:15])[F:14])([F:17])[F:1])([F:12])[F:11])([F:10])[F:9])([OH:28])(=[O:7])=[O:6].[S:5]([C:4]([C:3]([C:2]([C:13]([F:14])([F:15])[F:16])([F:1])[F:17])([F:12])[F:11])([F:10])[F:9])([OH:7])(=[O:6])=[O:46].[C:18]1([C:29]2[C:38]3[C:33](=[CH:34][CH:35]=[CH:36][CH:37]=3)[CH:32]=[CH:31][CH:30]=2)[C:19]([OH:28])=[CH:20][CH:21]=[C:22]2[C:27]=1[CH:26]=[CH:25][CH:24]=[CH:23]2. Reactant: [F:1][C:2]([F:17])([C:13]([F:16])([F:15])[F:14])[C:3]([F:12])([F:11])[C:4]([F:10])([F:9])[S:5](F)(=[O:7])=[O:6].[C:18]1([C:29]2[C:38]3[C:33](=[CH:34][CH:35]=[CH:36][CH:37]=3)[CH:32]=[CH:31][CH:30]=2)[C:19]([OH:28])=[CH:20][CH:21]=[C:22]2[C:27]=1[CH:26]=[CH:25][CH:24]=[CH:23]2.C(N(CC)CC)C.[OH-:46].[Na+]. The catalyst class is: 46. (4) Reactant: [F:1][C:2]([F:15])([F:14])[C:3]1[CH:4]=[C:5]([CH:7]=[C:8]([C:10]([F:13])([F:12])[F:11])[CH:9]=1)[NH2:6].[Cl:16]N1C(=O)CCC1=O.O. Product: [Cl:16][C:9]1[C:3]([C:2]([F:14])([F:15])[F:1])=[CH:4][C:5]([NH2:6])=[CH:7][C:8]=1[C:10]([F:11])([F:12])[F:13]. The catalyst class is: 9. (5) Reactant: [C:1]([C:4]1[C:12]2[C:7](=[CH:8][CH:9]=[C:10]([NH:13][C:14]3[N:15]=[N:16][CH:17]=[CH:18][CH:19]=3)[CH:11]=2)[N:6]([CH2:20][C:21]([OH:23])=O)[N:5]=1)(=[O:3])[NH2:2].CCN(C(C)C)C(C)C.Cl.[Cl:34][C:35]1[N:40]=[C:39]([NH:41][C:42]([C@@H:44]2[CH2:48][C@@H:47]([F:49])[CH2:46][NH:45]2)=[O:43])[CH:38]=[CH:37][CH:36]=1.CN(C(ON1N=NC2C=CC=NC1=2)=[N+](C)C)C.F[P-](F)(F)(F)(F)F. Product: [Cl:34][C:35]1[N:40]=[C:39]([NH:41][C:42]([C@@H:44]2[CH2:48][C@@H:47]([F:49])[CH2:46][N:45]2[C:21](=[O:23])[CH2:20][N:6]2[C:7]3[C:12](=[CH:11][C:10]([NH:13][C:14]4[N:15]=[N:16][CH:17]=[CH:18][CH:19]=4)=[CH:9][CH:8]=3)[C:4]([C:1]([NH2:2])=[O:3])=[N:5]2)=[O:43])[CH:38]=[CH:37][CH:36]=1. The catalyst class is: 18.